From a dataset of CYP2C19 inhibition data for predicting drug metabolism from PubChem BioAssay. Regression/Classification. Given a drug SMILES string, predict its absorption, distribution, metabolism, or excretion properties. Task type varies by dataset: regression for continuous measurements (e.g., permeability, clearance, half-life) or binary classification for categorical outcomes (e.g., BBB penetration, CYP inhibition). Dataset: cyp2c19_veith. (1) The result is 1 (inhibitor). The drug is C/C(N)=C(/C#N)C(=O)COc1ncnc2ccc(Br)cc12. (2) The molecule is Cn1c(CNC(=O)Nc2ccccc2)nnc1SCc1ccccc1. The result is 1 (inhibitor). (3) The compound is N#CC[N+]1(Cc2ccccn2)CCCC1.O=S(=O)(O)c1ccccc1. The result is 0 (non-inhibitor). (4) The drug is O=C(N/N=C/c1ccc2cccc(OCc3ccccc3)c2n1)c1ccc(Br)cc1. The result is 1 (inhibitor). (5) The drug is COc1ccccc1NC(=O)CN1CCN(CC(=O)Nc2ccc(Cl)c(C(F)(F)F)c2)CC1. The result is 1 (inhibitor). (6) The molecule is CCOc1ccc(Cl)cc1CNCCNCC(C)O.Cl. The result is 0 (non-inhibitor).